From a dataset of NCI-60 drug combinations with 297,098 pairs across 59 cell lines. Regression. Given two drug SMILES strings and cell line genomic features, predict the synergy score measuring deviation from expected non-interaction effect. (1) Drug 1: CC1=C(C(=CC=C1)Cl)NC(=O)C2=CN=C(S2)NC3=CC(=NC(=N3)C)N4CCN(CC4)CCO. Drug 2: COCCOC1=C(C=C2C(=C1)C(=NC=N2)NC3=CC=CC(=C3)C#C)OCCOC.Cl. Cell line: SF-268. Synergy scores: CSS=6.28, Synergy_ZIP=-2.29, Synergy_Bliss=-0.898, Synergy_Loewe=-8.77, Synergy_HSA=-0.791. (2) Drug 1: COC1=CC(=CC(=C1O)OC)C2C3C(COC3=O)C(C4=CC5=C(C=C24)OCO5)OC6C(C(C7C(O6)COC(O7)C8=CC=CS8)O)O. Drug 2: CC(C)(C#N)C1=CC(=CC(=C1)CN2C=NC=N2)C(C)(C)C#N. Cell line: PC-3. Synergy scores: CSS=18.1, Synergy_ZIP=-4.62, Synergy_Bliss=-1.59, Synergy_Loewe=-3.83, Synergy_HSA=-1.24.